From a dataset of Reaction yield outcomes from USPTO patents with 853,638 reactions. Predict the reaction yield, written as a fraction of the theoretical maximum amount of product (1.0 means a 100% yield; for example, 0.34 means a 34% yield). The yield is 0.920. The catalyst is CC(C)=O. The product is [C:25]([O:24][C@H:8]1[CH2:7][CH2:6][C@H:5]2[C@H:4]3[C@H:13]([CH2:12][CH2:11][C@:9]12[CH3:10])[C@:14]1([CH3:23])[C:19](=[C:18]([CH2:20][CH3:21])[C:17](=[O:22])[CH2:16][CH2:15]1)[C:2](=[O:1])[CH2:3]3)(=[O:27])[CH3:26]. The reactants are [OH:1][C@@H:2]1[C:19]2[C@:14]([CH3:23])([CH2:15][CH2:16][C:17](=[O:22])[C:18]=2[CH2:20][CH3:21])[C@@H:13]2[C@H:4]([C@H:5]3[C@@:9]([CH2:11][CH2:12]2)([CH3:10])[C@@H:8]([O:24][C:25](=[O:27])[CH3:26])[CH2:7][CH2:6]3)[CH2:3]1.O[C@H]1C2[C@](C)(CCC(=O)C=2CC)[C@@H]2[C@H]([C@H]3[C@@](CC2)(C)[C@@H](OC(=O)C)CC3)C1.CC(C)=O.OS(O)(=O)=O.O=[Cr](=O)=O.C(Cl)Cl.